This data is from Full USPTO retrosynthesis dataset with 1.9M reactions from patents (1976-2016). The task is: Predict the reactants needed to synthesize the given product. (1) Given the product [CH2:1]([O:3][C:4]([C@H:5]1[C@@H:6]([CH2:7][NH:8][C:9]([O:11][C:12]([CH3:15])([CH3:14])[CH3:13])=[O:10])[CH2:32][N:24]([CH2:25][C:26]2[CH:31]=[CH:30][CH:29]=[CH:28][CH:27]=2)[CH2:23]1)=[O:16])[CH3:2], predict the reactants needed to synthesize it. The reactants are: [CH2:1]([O:3][C:4](=[O:16])[CH:5]=[CH:6][CH2:7][NH:8][C:9]([O:11][C:12]([CH3:15])([CH3:14])[CH3:13])=[O:10])[CH3:2].C(O[CH2:23][N:24]([CH2:32][Si](C)(C)C)[CH2:25][C:26]1[CH:31]=[CH:30][CH:29]=[CH:28][CH:27]=1)CCCC.FC(F)(F)C(O)=O. (2) The reactants are: [CH3:1][C:2]([S@@:5]([NH2:7])=[O:6])([CH3:4])[CH3:3].[CH:8]([C:10]1[S:14][C:13]([C:15]([O:17][C:18]([CH3:21])([CH3:20])[CH3:19])=[O:16])=[CH:12][CH:11]=1)=O.O. Given the product [C:2]([S@@:5](/[N:7]=[CH:8]/[C:10]1[S:14][C:13]([C:15]([O:17][C:18]([CH3:21])([CH3:20])[CH3:19])=[O:16])=[CH:12][CH:11]=1)=[O:6])([CH3:4])([CH3:3])[CH3:1], predict the reactants needed to synthesize it. (3) Given the product [F:15][C:16]1[CH:21]=[CH:20][CH:19]=[CH:18][C:17]=1[C:22]1[CH:23]=[CH:24][C:25]([C:28]2[NH:1][C:2]3[CH:3]=[C:4]([S:9]([N:12]([CH3:14])[CH3:13])(=[O:11])=[O:10])[CH:5]=[CH:6][C:7]=3[N:8]=2)=[CH:26][CH:27]=1, predict the reactants needed to synthesize it. The reactants are: [NH2:1][C:2]1[CH:3]=[C:4]([S:9]([N:12]([CH3:14])[CH3:13])(=[O:11])=[O:10])[CH:5]=[CH:6][C:7]=1[NH2:8].[F:15][C:16]1[CH:21]=[CH:20][CH:19]=[CH:18][C:17]=1[C:22]1[CH:27]=[CH:26][C:25]([CH:28]=O)=[CH:24][CH:23]=1.Cl[Si](C)(C)C. (4) Given the product [NH2:1][C:2]1[CH:3]=[C:4]([C:11]2[O:12][CH:13]=[CH:14][CH:15]=2)[C:5]([C:9]#[N:10])=[C:6]([S:8][CH2:22][CH2:23][C:24]2[CH:29]=[CH:28][CH:27]=[CH:26][N:25]=2)[N:7]=1, predict the reactants needed to synthesize it. The reactants are: [NH2:1][C:2]1[NH:7][C:6](=[S:8])[C:5]([C:9]#[N:10])=[C:4]([C:11]2[O:12][CH:13]=[CH:14][CH:15]=2)[CH:3]=1.CC[O-].[Na+].Br.Br[CH2:22][CH2:23][C:24]1[CH:29]=[CH:28][CH:27]=[CH:26][N:25]=1. (5) Given the product [Cl:40][CH2:41][C:42]([NH:20][C:17]1[C:16]([O:21][CH3:22])=[CH:15][C:14]2[CH2:13][CH2:12][N:11]3[C:7]4[C:6](=[O:32])[N:5]([C:1]([CH3:4])([CH3:2])[CH3:3])[CH2:31][CH2:30][CH2:29][CH2:28][C:8]=4[C:9]([C:23]4[S:24][CH:25]=[CH:26][CH:27]=4)=[C:10]3[C:19]=2[CH:18]=1)=[O:43], predict the reactants needed to synthesize it. The reactants are: [C:1]([N:5]1[CH2:31][CH2:30][CH2:29][CH2:28][C:8]2[C:9]([C:23]3[S:24][CH:25]=[CH:26][CH:27]=3)=[C:10]3[C:19]4[CH:18]=[C:17]([NH2:20])[C:16]([O:21][CH3:22])=[CH:15][C:14]=4[CH2:13][CH2:12][N:11]3[C:7]=2[C:6]1=[O:32])([CH3:4])([CH3:3])[CH3:2].C(N(CC)CC)C.[Cl:40][CH2:41][C:42](Cl)=[O:43]. (6) Given the product [O:3]1[C:7]2[CH:8]=[CH:9][CH:10]=[C:11]([CH:12]3[CH2:17][CH2:16][N:15]([CH2:18][CH2:19][C@H:20]4[CH2:21][CH2:22][C@H:23]([NH:26][C:32](=[O:33])[CH2:31][CH2:30][C:29]([N:28]([CH3:36])[CH3:27])=[O:35])[CH2:24][CH2:25]4)[CH2:14][CH2:13]3)[C:6]=2[CH2:5][CH2:4]1, predict the reactants needed to synthesize it. The reactants are: Cl.Cl.[O:3]1[C:7]2[CH:8]=[CH:9][CH:10]=[C:11]([CH:12]3[CH2:17][CH2:16][N:15]([CH2:18][CH2:19][C@H:20]4[CH2:25][CH2:24][C@H:23]([NH2:26])[CH2:22][CH2:21]4)[CH2:14][CH2:13]3)[C:6]=2[CH2:5][CH2:4]1.[CH3:27][N:28]([CH3:36])[C:29](=[O:35])[CH2:30][CH2:31][C:32](O)=[O:33]. (7) Given the product [ClH:3].[CH3:16][O:14][C:13](=[O:15])[C@H:8]([CH2:9][CH:10]([CH3:12])[CH3:11])[NH2:7], predict the reactants needed to synthesize it. The reactants are: O=S(Cl)[Cl:3].[OH-].[Na+].[NH2:7][C@H:8]([C:13]([OH:15])=[O:14])[CH2:9][CH:10]([CH3:12])[CH3:11].[CH:16]1C=C2C(C(O)(O)C(=O)C2=CC=1)=O.